From a dataset of Forward reaction prediction with 1.9M reactions from USPTO patents (1976-2016). Predict the product of the given reaction. (1) Given the reactants [CH2:1]1[C:9]2[C:4](=[N:5][CH:6]=[C:7]3[CH2:12][CH2:11][C:10](=[CH:13][CH2:14][NH:15][C:16](=[O:19])[CH2:17][CH3:18])[C:8]3=2)[O:3][CH2:2]1.S(=O)(=O)(O)O, predict the reaction product. The product is: [CH2:1]1[C:9]2[C:4](=[N:5][CH:6]=[C:7]3[CH2:12][CH:11]=[C:10]([CH2:13][CH2:14][NH:15][C:16](=[O:19])[CH2:17][CH3:18])[C:8]3=2)[O:3][CH2:2]1. (2) Given the reactants [NH2:1][C:2]1[C:7]([N+:8]([O-:10])=[O:9])=[CH:6][C:5]([CH3:11])=[C:4](Cl)[CH:3]=1.[CH:13]1(B(O)O)[CH2:15][CH2:14]1.C([O-])([O-])=O.[Cs+].[Cs+].ClCCl, predict the reaction product. The product is: [NH2:1][C:2]1[C:7]([N+:8]([O-:10])=[O:9])=[CH:6][C:5]([CH3:11])=[C:4]([CH:13]2[CH2:15][CH2:14]2)[CH:3]=1. (3) Given the reactants [Cl:1][C:2]1[CH:7]=[C:6](Cl)[N:5]=[CH:4][C:3]=1[C:9]([C:11]1[CH:16]=[CH:15][C:14]([F:17])=[CH:13][CH:12]=1)=[O:10].[F:18][C:19]1[CH:20]=[C:21]([CH:31]=[C:32](B2OC(C)(C)C(C)(C)O2)[C:33]=1[CH3:34])[C:22]([NH:24][C:25]1[N:29]([CH3:30])[N:28]=[CH:27][CH:26]=1)=[O:23].C(=O)([O-])O.[Na+], predict the reaction product. The product is: [Cl:1][C:2]1[C:3]([C:9]([C:11]2[CH:16]=[CH:15][C:14]([F:17])=[CH:13][CH:12]=2)=[O:10])=[CH:4][N:5]=[C:6]([C:32]2[CH:31]=[C:21]([CH:20]=[C:19]([F:18])[C:33]=2[CH3:34])[C:22]([NH:24][C:25]2[N:29]([CH3:30])[N:28]=[CH:27][CH:26]=2)=[O:23])[CH:7]=1.